Predict which catalyst facilitates the given reaction. From a dataset of Catalyst prediction with 721,799 reactions and 888 catalyst types from USPTO. (1) Reactant: [CH3:1][O:2][CH:3]1[CH2:8][CH2:7][N:6]([C:9]2[N:14]=[C:13]([NH2:15])[CH:12]=[CH:11][N:10]=2)[CH2:5][CH2:4]1.Cl[C:17]1[N:22]=[CH:21][C:20]2[C:23]([C:29]3[O:30][C:31]([CH3:34])=[N:32][N:33]=3)=[CH:24][N:25]([CH:26]([CH3:28])[CH3:27])[C:19]=2[CH:18]=1.CC(C)([O-])C.[Na+]. Product: [CH:26]([N:25]1[C:19]2[CH:18]=[C:17]([NH:15][C:13]3[CH:12]=[CH:11][N:10]=[C:9]([N:6]4[CH2:5][CH2:4][CH:3]([O:2][CH3:1])[CH2:8][CH2:7]4)[N:14]=3)[N:22]=[CH:21][C:20]=2[C:23]([C:29]2[O:30][C:31]([CH3:34])=[N:32][N:33]=2)=[CH:24]1)([CH3:28])[CH3:27]. The catalyst class is: 218. (2) Reactant: Cl.[F:2][C:3]1[CH:4]=[C:5]([N:16]2[C:20]([CH3:22])([CH3:21])[C:19](=[O:23])[N:18]([C:24]3[CH:31]=[CH:30][C:27]([C:28]#[N:29])=[C:26]([C:32]([F:35])([F:34])[F:33])[CH:25]=3)[C:17]2=[S:36])[CH:6]=[CH:7][C:8]=1[O:9][CH:10]1[CH:14]([OH:15])[CH2:13][NH:12][CH2:11]1.C(N(CC)CC)C.[C:44](Cl)(=[O:46])[CH3:45]. Product: [C:44]([N:12]1[CH2:13][CH:14]([OH:15])[CH:10]([O:9][C:8]2[CH:7]=[CH:6][C:5]([N:16]3[C:20]([CH3:21])([CH3:22])[C:19](=[O:23])[N:18]([C:24]4[CH:31]=[CH:30][C:27]([C:28]#[N:29])=[C:26]([C:32]([F:35])([F:33])[F:34])[CH:25]=4)[C:17]3=[S:36])=[CH:4][C:3]=2[F:2])[CH2:11]1)(=[O:46])[CH3:45]. The catalyst class is: 119. (3) Reactant: [Br:1][C:2]1[CH:6]=[C:5]([CH:7]=[O:8])[N:4]([CH3:9])[N:3]=1.[S:10]([OH:14])([CH3:13])(=[O:12])=[O:11].[CH2:15](O)[CH2:16][CH:17]=[CH2:18]. Product: [CH3:13][S:10]([O:14][CH:16]1[CH2:17][CH2:18][O:8][CH:7]([C:5]2[N:4]([CH3:9])[N:3]=[C:2]([Br:1])[CH:6]=2)[CH2:15]1)(=[O:12])=[O:11]. The catalyst class is: 2. (4) Reactant: [Cl:1][C:2]1[CH:3]=[N:4][CH:5]=[C:6]([O:8][CH2:9][CH2:10][CH2:11]Cl)[CH:7]=1.[OH-].[NH4+:14]. Product: [Cl:1][C:2]1[CH:7]=[C:6]([O:8][CH2:9][CH2:10][CH2:11][NH2:14])[CH:5]=[N:4][CH:3]=1. The catalyst class is: 5. (5) Product: [CH3:22][O:21][C:13]1[CH:14]=[C:15]([N+:18]([O-:20])=[O:19])[CH:16]=[CH:17][C:12]=1[O:8][CH2:7][CH2:6][CH:2]1[CH2:3][CH2:4][CH2:5][O:1]1. The catalyst class is: 16. Reactant: [O:1]1[CH2:5][CH2:4][CH2:3][CH:2]1[CH2:6][CH2:7][OH:8].[H-].[Na+].Cl[C:12]1[CH:17]=[CH:16][C:15]([N+:18]([O-:20])=[O:19])=[CH:14][C:13]=1[O:21][CH3:22].